From a dataset of Reaction yield outcomes from USPTO patents with 853,638 reactions. Predict the reaction yield, written as a fraction of the theoretical maximum amount of product (1.0 means a 100% yield; for example, 0.34 means a 34% yield). (1) The reactants are C(Cl)(=O)C(Cl)=O.[CH2:7]([N:14]1[C:22]2[C:17](=[CH:18][CH:19]=[CH:20][CH:21]=2)[C:16]([C:23]([OH:25])=O)=[CH:15]1)[C:8]1[CH:13]=[CH:12][CH:11]=[CH:10][CH:9]=1.[NH2:26][C:27]1[CH:32]=[CH:31][CH:30]=[C:29]([C:33]([CH:35]2[CH2:40][CH2:39][N:38]([CH3:41])[CH2:37][CH2:36]2)=[O:34])[N:28]=1.C([O-])([O-])=O.[Na+].[Na+]. The catalyst is N1C=CC=CC=1.CC#N.C(Cl)(Cl)Cl. The product is [CH2:7]([N:14]1[C:22]2[C:17](=[CH:18][CH:19]=[CH:20][CH:21]=2)[C:16]([C:23]([NH:26][C:27]2[CH:32]=[CH:31][CH:30]=[C:29]([C:33]([CH:35]3[CH2:40][CH2:39][N:38]([CH3:41])[CH2:37][CH2:36]3)=[O:34])[N:28]=2)=[O:25])=[CH:15]1)[C:8]1[CH:9]=[CH:10][CH:11]=[CH:12][CH:13]=1. The yield is 0.510. (2) The reactants are C[O:2][C:3]([C@@H:5]1[CH2:9][CH2:8][CH2:7][N:6]1[C:10](=[O:53])[CH2:11][CH2:12][NH:13][CH2:14][C@:15]12[CH2:49][CH2:48][C@@H:47]([C:50]([CH3:52])=[CH2:51])[C@@H:16]1[C@@H:17]1[C@@:30]([CH3:33])([CH2:31][CH2:32]2)[C@@:29]2([CH3:34])[C@@H:20]([C@:21]3([CH3:46])[C@@H:26]([CH2:27][CH2:28]2)[C:25]([CH3:36])([CH3:35])[C:24]([C:37]2[CH:45]=[CH:44][C:40]([C:41]([OH:43])=[O:42])=[CH:39][CH:38]=2)=[CH:23][CH2:22]3)[CH2:19][CH2:18]1)=[O:4].[OH-].[Na+].O.Cl. The catalyst is O1CCOCC1.CO. The product is [C:41]([C:40]1[CH:44]=[CH:45][C:37]([C:24]2[C:25]([CH3:36])([CH3:35])[C@H:26]3[C@:21]([CH3:46])([CH2:22][CH:23]=2)[C@@H:20]2[C@:29]([CH3:34])([C@@:30]4([CH3:33])[C@H:17]([CH2:18][CH2:19]2)[C@H:16]2[C@H:47]([C:50]([CH3:52])=[CH2:51])[CH2:48][CH2:49][C@:15]2([CH2:14][NH:13][CH2:12][CH2:11][C:10]([N:6]2[CH2:7][CH2:8][CH2:9][C@H:5]2[C:3]([OH:4])=[O:2])=[O:53])[CH2:32][CH2:31]4)[CH2:28][CH2:27]3)=[CH:38][CH:39]=1)([OH:43])=[O:42]. The yield is 0.850. (3) The reactants are [C:1]1([C:7]2[N:11]([CH2:12][O:13][CH2:14][CH2:15][Si:16]([CH3:19])([CH3:18])[CH3:17])[N:10]=[C:9]([C:20](OC)=[O:21])[CH:8]=2)[CH:6]=[CH:5][CH:4]=[CH:3][CH:2]=1.[Li+].[BH4-]. The catalyst is C1COCC1. The product is [C:1]1([C:7]2[N:11]([CH2:12][O:13][CH2:14][CH2:15][Si:16]([CH3:17])([CH3:18])[CH3:19])[N:10]=[C:9]([CH2:20][OH:21])[CH:8]=2)[CH:2]=[CH:3][CH:4]=[CH:5][CH:6]=1. The yield is 0.940. (4) The reactants are [O:1]=[C:2]1[C:10]2([C:14]3=[CH:15][C:16]4[O:20][CH2:19][O:18][C:17]=4[CH:21]=[C:13]3[O:12][CH2:11]2)[C:9]2[C:4](=[CH:5][CH:6]=[CH:7][CH:8]=2)[N:3]1[CH2:22][C:23]1[CH:32]=[CH:31][CH:30]=[CH:29][C:24]=1[C:25]([O:27]C)=[O:26].O.[OH-].[Li+]. The catalyst is C1COCC1.O. The product is [O:1]=[C:2]1[C:10]2([C:14]3=[CH:15][C:16]4[O:20][CH2:19][O:18][C:17]=4[CH:21]=[C:13]3[O:12][CH2:11]2)[C:9]2[C:4](=[CH:5][CH:6]=[CH:7][CH:8]=2)[N:3]1[CH2:22][C:23]1[CH:32]=[CH:31][CH:30]=[CH:29][C:24]=1[C:25]([OH:27])=[O:26]. The yield is 1.00.